Dataset: Full USPTO retrosynthesis dataset with 1.9M reactions from patents (1976-2016). Task: Predict the reactants needed to synthesize the given product. (1) Given the product [CH3:24][N:25]([CH3:39])[C:26]1([C:33]2[CH:38]=[CH:37][CH:36]=[CH:35][CH:34]=2)[CH2:31][CH2:30][CH:29]([CH:2]=[O:3])[CH2:28][CH2:27]1, predict the reactants needed to synthesize it. The reactants are: [Cl-].[CH3:2][O:3]C[P+](C1C=CC=CC=1)(C1C=CC=CC=1)C1C=CC=CC=1.[CH3:24][N:25]([CH3:39])[C:26]1([C:33]2[CH:38]=[CH:37][CH:36]=[CH:35][CH:34]=2)[CH2:31][CH2:30][C:29](=O)[CH2:28][CH2:27]1. (2) Given the product [C:28]([C:27]1[CH:16]([C:15]2[CH:18]=[CH:19][C:12]([Cl:11])=[CH:13][CH:14]=2)[N:1]([C:2]2[CH:3]=[C:4]([CH3:10])[C:5](=[O:9])[N:6]([CH3:8])[CH:7]=2)[C:22](=[O:23])[C:21]=1[OH:20])(=[O:30])[CH3:29], predict the reactants needed to synthesize it. The reactants are: [NH2:1][C:2]1[CH:3]=[C:4]([CH3:10])[C:5](=[O:9])[N:6]([CH3:8])[CH:7]=1.[Cl:11][C:12]1[CH:19]=[CH:18][C:15]([CH:16]=O)=[CH:14][CH:13]=1.[O:20]=[C:21]([CH2:27][C:28](=[O:30])[CH3:29])[C:22](OCC)=[O:23]. (3) Given the product [CH3:19][C:9]1([CH3:20])[C:8]2[C:7]3[C:15](=[CH:16][CH:17]=[C:5]([C:3]([OH:4])=[O:2])[CH:6]=3)[NH:14][C:13]=2[C:12](=[O:18])[NH:11][CH2:10]1, predict the reactants needed to synthesize it. The reactants are: C[O:2][C:3]([C:5]1[CH:6]=[C:7]2[C:15](=[CH:16][CH:17]=1)[NH:14][C:13]1[C:12](=[O:18])[NH:11][CH2:10][C:9]([CH3:20])([CH3:19])[C:8]2=1)=[O:4].O[Li].O.C1COCC1.O. (4) The reactants are: C([N-]C(C)C)(C)C.[Li+].[Cl:9][C:10]1[C:15]([F:16])=[CH:14][CH:13]=[CH:12][N:11]=1.[I:17]I. Given the product [Cl:9][C:10]1[C:15]([F:16])=[C:14]([I:17])[CH:13]=[CH:12][N:11]=1, predict the reactants needed to synthesize it.